Regression. Given two drug SMILES strings and cell line genomic features, predict the synergy score measuring deviation from expected non-interaction effect. From a dataset of NCI-60 drug combinations with 297,098 pairs across 59 cell lines. (1) Drug 1: CN1CCC(CC1)COC2=C(C=C3C(=C2)N=CN=C3NC4=C(C=C(C=C4)Br)F)OC. Drug 2: CN(CC1=CN=C2C(=N1)C(=NC(=N2)N)N)C3=CC=C(C=C3)C(=O)NC(CCC(=O)O)C(=O)O. Cell line: MDA-MB-435. Synergy scores: CSS=6.17, Synergy_ZIP=-1.02, Synergy_Bliss=4.40, Synergy_Loewe=-8.05, Synergy_HSA=-0.725. (2) Drug 1: CC1C(C(CC(O1)OC2CC(CC3=C2C(=C4C(=C3O)C(=O)C5=C(C4=O)C(=CC=C5)OC)O)(C(=O)CO)O)N)O.Cl. Drug 2: CS(=O)(=O)OCCCCOS(=O)(=O)C. Cell line: HCT-15. Synergy scores: CSS=5.14, Synergy_ZIP=0.625, Synergy_Bliss=4.37, Synergy_Loewe=0.338, Synergy_HSA=-1.83. (3) Drug 1: C(CCl)NC(=O)N(CCCl)N=O. Drug 2: CC1C(C(CC(O1)OC2CC(CC3=C2C(=C4C(=C3O)C(=O)C5=C(C4=O)C(=CC=C5)OC)O)(C(=O)CO)O)N)O.Cl. Cell line: OVCAR-8. Synergy scores: CSS=37.6, Synergy_ZIP=-3.44, Synergy_Bliss=-3.26, Synergy_Loewe=-0.132, Synergy_HSA=0.329. (4) Drug 1: CC(CN1CC(=O)NC(=O)C1)N2CC(=O)NC(=O)C2. Drug 2: CN(CC1=CN=C2C(=N1)C(=NC(=N2)N)N)C3=CC=C(C=C3)C(=O)NC(CCC(=O)O)C(=O)O. Cell line: U251. Synergy scores: CSS=34.8, Synergy_ZIP=-5.27, Synergy_Bliss=-2.96, Synergy_Loewe=-2.86, Synergy_HSA=0.0749. (5) Drug 1: CC1=C2C(C(=O)C3(C(CC4C(C3C(C(C2(C)C)(CC1OC(=O)C(C(C5=CC=CC=C5)NC(=O)OC(C)(C)C)O)O)OC(=O)C6=CC=CC=C6)(CO4)OC(=O)C)OC)C)OC. Drug 2: CC12CCC(CC1=CCC3C2CCC4(C3CC=C4C5=CN=CC=C5)C)O. Cell line: U251. Synergy scores: CSS=55.1, Synergy_ZIP=6.10, Synergy_Bliss=4.64, Synergy_Loewe=-11.4, Synergy_HSA=6.27. (6) Drug 1: C1CC(C1)(C(=O)O)C(=O)O.[NH2-].[NH2-].[Pt+2]. Drug 2: CC1C(C(CC(O1)OC2CC(CC3=C2C(=C4C(=C3O)C(=O)C5=C(C4=O)C(=CC=C5)OC)O)(C(=O)CO)O)N)O.Cl. Cell line: KM12. Synergy scores: CSS=25.2, Synergy_ZIP=-4.70, Synergy_Bliss=-4.65, Synergy_Loewe=-18.9, Synergy_HSA=-2.97. (7) Drug 1: CC1C(C(=O)NC(C(=O)N2CCCC2C(=O)N(CC(=O)N(C(C(=O)O1)C(C)C)C)C)C(C)C)NC(=O)C3=C4C(=C(C=C3)C)OC5=C(C(=O)C(=C(C5=N4)C(=O)NC6C(OC(=O)C(N(C(=O)CN(C(=O)C7CCCN7C(=O)C(NC6=O)C(C)C)C)C)C(C)C)C)N)C. Drug 2: CN1C(=O)N2C=NC(=C2N=N1)C(=O)N. Cell line: MDA-MB-435. Synergy scores: CSS=16.9, Synergy_ZIP=-6.16, Synergy_Bliss=2.76, Synergy_Loewe=-21.3, Synergy_HSA=0.425.